This data is from Catalyst prediction with 721,799 reactions and 888 catalyst types from USPTO. The task is: Predict which catalyst facilitates the given reaction. (1) Reactant: [CH2:1]([O:3][C:4](=[O:18])[C:5](=O)[CH:6]([CH3:16])[C:7]([C:9]1[CH:14]=[CH:13][CH:12]=[C:11]([Br:15])[CH:10]=1)=O)[CH3:2].BrC1C=C(C(=O)CC)C=CC=1.C(OCC)(=O)C(OCC)=O.[CH3:40][NH:41][NH2:42]. Product: [CH2:1]([O:3][C:4]([C:5]1[N:41]([CH3:40])[N:42]=[C:7]([C:9]2[CH:14]=[CH:13][CH:12]=[C:11]([Br:15])[CH:10]=2)[C:6]=1[CH3:16])=[O:18])[CH3:2].[CH2:1]([O:3][C:4]([C:5]1[C:6]([CH3:16])=[C:7]([C:9]2[CH:14]=[CH:13][CH:12]=[C:11]([Br:15])[CH:10]=2)[N:41]([CH3:40])[N:42]=1)=[O:18])[CH3:2]. The catalyst class is: 5. (2) Reactant: [F:1][C:2]1[CH:7]=[CH:6][C:5]([C@H:8]([CH2:12][CH:13]=[CH2:14])[C:9](O)=[O:10])=[CH:4][CH:3]=1.C(Cl)(=O)C([Cl:18])=O. Product: [F:1][C:2]1[CH:7]=[CH:6][C:5]([C@H:8]([CH2:12][CH:13]=[CH2:14])[C:9]([Cl:18])=[O:10])=[CH:4][CH:3]=1. The catalyst class is: 59. (3) Reactant: F[C:2]1[C:3]([O:33][C@H:34]2[CH2:39][CH2:38][NH:37][CH2:36][C@H:35]2[F:40])=[C:4]([CH:7]=[C:8]([C:10]2[N:15]=[C:14]([NH:16][C:17]3[CH:22]=[CH:21][C:20]([N:23]4[CH2:28][CH2:27][N:26]([CH:29]5[CH2:32][O:31][CH2:30]5)[CH2:25][CH2:24]4)=[CH:19][CH:18]=3)[N:13]=[CH:12][N:11]=2)[CH:9]=1)[C:5]#[N:6].CN(C(ON1N=NC2C=CC=NC1=2)=[N+](C)C)C.F[P-](F)(F)(F)(F)F.[CH3:65][C:66]1[CH:67]=[N:68][NH:69][C:70]=1[C:71](O)=[O:72]. Product: [F:40][C@H:35]1[C@@H:34]([O:33][C:3]2[CH:2]=[CH:9][C:8]([C:10]3[N:15]=[C:14]([NH:16][C:17]4[CH:18]=[CH:19][C:20]([N:23]5[CH2:28][CH2:27][N:26]([CH:29]6[CH2:30][O:31][CH2:32]6)[CH2:25][CH2:24]5)=[CH:21][CH:22]=4)[N:13]=[CH:12][N:11]=3)=[CH:7][C:4]=2[C:5]#[N:6])[CH2:39][CH2:38][N:37]([C:71]([C:70]2[NH:69][N:68]=[CH:67][C:66]=2[CH3:65])=[O:72])[CH2:36]1. The catalyst class is: 3. (4) Reactant: [Br:1][C:2]1[CH:7]=[C:6]([N+:8]([O-:10])=[O:9])[CH:5]=[C:4]([Br:11])[N+:3]=1[O-].P(Cl)(Cl)Cl.C(=O)(O)[O-].[Na+]. Product: [Br:1][C:2]1[CH:7]=[C:6]([N+:8]([O-:10])=[O:9])[CH:5]=[C:4]([Br:11])[N:3]=1. The catalyst class is: 22. (5) Reactant: [CH3:1][CH:2]1[N:7]2[C:8]([C:11]([F:14])([F:13])[F:12])=[N:9][N:10]=[C:6]2[CH2:5][NH:4][CH2:3]1.[C:15]([O:19][C:20](O[C:20]([O:19][C:15]([CH3:18])([CH3:17])[CH3:16])=[O:21])=[O:21])([CH3:18])([CH3:17])[CH3:16]. Product: [C:15]([O:19][C:20]([N:4]1[CH2:3][CH:2]([CH3:1])[N:7]2[C:8]([C:11]([F:12])([F:14])[F:13])=[N:9][N:10]=[C:6]2[CH2:5]1)=[O:21])([CH3:18])([CH3:17])[CH3:16]. The catalyst class is: 4. (6) Reactant: [Si:1]([O:8][CH2:9][C@H:10]1[CH2:15][CH2:14][C@H:13]([N:16]2[C:21]3[C:22]4[CH:28]=[CH:27][N:26]([CH2:29][O:30][CH2:31][CH2:32][Si:33]([CH3:36])([CH3:35])[CH3:34])[C:23]=4[N:24]=[CH:25][C:20]=3[C:19](=[O:37])[NH:18][CH2:17]2)[CH2:12][CH2:11]1)([C:4]([CH3:7])([CH3:6])[CH3:5])([CH3:3])[CH3:2].[H-].[Na+].[CH3:40]I.O. Product: [Si:1]([O:8][CH2:9][C@H:10]1[CH2:15][CH2:14][C@H:13]([N:16]2[C:21]3[C:22]4[CH:28]=[CH:27][N:26]([CH2:29][O:30][CH2:31][CH2:32][Si:33]([CH3:34])([CH3:35])[CH3:36])[C:23]=4[N:24]=[CH:25][C:20]=3[C:19](=[O:37])[N:18]([CH3:40])[CH2:17]2)[CH2:12][CH2:11]1)([C:4]([CH3:5])([CH3:6])[CH3:7])([CH3:3])[CH3:2]. The catalyst class is: 7. (7) Reactant: [CH:1]1([CH2:4][C@H:5]([NH:12]C(=O)OC(C)(C)C)[C:6]2[N:10]=[C:9]([CH3:11])[O:8][N:7]=2)[CH2:3][CH2:2]1.O. Product: [CH:1]1([CH2:4][C@H:5]([NH2:12])[C:6]2[N:10]=[C:9]([CH3:11])[O:8][N:7]=2)[CH2:3][CH2:2]1. The catalyst class is: 33. (8) Reactant: [Cl:1][C:2]1[C:11]2[C:6](=[CH:7][C:8]([O:26][CH3:27])=[C:9]([O:12][CH2:13][C@@H:14]3[CH2:18][CH2:17][CH2:16][N:15]3C(OC(C)(C)C)=O)[CH:10]=2)[N:5]=[CH:4][N:3]=1.[Cl:28][C:29]1[C:30]([F:36])=[C:31]([CH:33]=[CH:34][CH:35]=1)[NH2:32].Cl. Product: [ClH:1].[Cl:28][C:29]1[C:30]([F:36])=[C:31]([CH:33]=[CH:34][CH:35]=1)[NH:32][C:2]1[C:11]2[C:6](=[CH:7][C:8]([O:26][CH3:27])=[C:9]([O:12][CH2:13][C@@H:14]3[CH2:18][CH2:17][CH2:16][NH:15]3)[CH:10]=2)[N:5]=[CH:4][N:3]=1. The catalyst class is: 10.